Dataset: Forward reaction prediction with 1.9M reactions from USPTO patents (1976-2016). Task: Predict the product of the given reaction. (1) Given the reactants [OH-].[OH:2][CH2:3][CH2:4][N+:5]([CH3:8])([CH3:7])[CH3:6].[B:9]([OH:12])([OH:11])[OH:10].[C:13](O)(=O)[C:14]1[C:15](=[CH:17][CH:18]=[CH:19][CH:20]=1)[OH:16], predict the reaction product. The product is: [OH:2][CH2:3][CH2:4][N+:5]([CH3:8])([CH3:7])[CH3:6].[CH2:17]([O:10][B:9]([O-:12])[O:11][CH2:13][C:14]1[C:15](=[CH:17][CH:18]=[CH:19][CH:20]=1)[OH:16])[C:15]1[C:3](=[CH:4][CH:19]=[CH:20][CH:14]=1)[OH:2]. (2) Given the reactants [CH3:1][O:2][C:3]1[CH:8]=[CH:7][C:6]([C@@H:9]2[C@@H:14]([O:15][CH2:16][C:17]3[CH:18]=[CH:19][C:20]4[O:25][CH2:24][CH2:23][N:22]([CH2:26][CH2:27][CH2:28][O:29][CH3:30])[C:21]=4[CH:31]=3)[CH2:13][N:12]([S:32]([C:35]3[CH:40]=[CH:39][C:38]([CH3:41])=[CH:37][CH:36]=3)(=[O:34])=[O:33])[CH2:11][C@H:10]2[O:42][CH2:43][C:44](OC)=[O:45])=[CH:5][CH:4]=1.[NH:48]1[CH2:52][CH2:51][CH2:50][CH2:49]1, predict the reaction product. The product is: [CH3:1][O:2][C:3]1[CH:8]=[CH:7][C:6]([C@@H:9]2[C@@H:14]([O:15][CH2:16][C:17]3[CH:18]=[CH:19][C:20]4[O:25][CH2:24][CH2:23][N:22]([CH2:26][CH2:27][CH2:28][O:29][CH3:30])[C:21]=4[CH:31]=3)[CH2:13][N:12]([S:32]([C:35]3[CH:36]=[CH:37][C:38]([CH3:41])=[CH:39][CH:40]=3)(=[O:34])=[O:33])[CH2:11][C@H:10]2[O:42][CH2:43][C:44]([N:48]2[CH2:52][CH2:51][CH2:50][CH2:49]2)=[O:45])=[CH:5][CH:4]=1. (3) Given the reactants [CH3:1][O:2][C:3]1[N:8]=[C:7]([NH2:9])[CH:6]=[CH:5][C:4]=1[N:10]1[CH:14]=[C:13]([CH3:15])[N:12]=[CH:11]1.C1(P(C2CCCCC2)C2C=CC=CC=2C2C=CC=CC=2)CCCCC1.C(=O)([O-])[O-].[Cs+].[Cs+].Cl[C:48]1[CH:49]=[CH:50][C:51]2[CH2:52][N:53]([CH3:64])[CH2:54][CH:55]([CH2:59][C:60]([F:63])([F:62])[F:61])[O:56][C:57]=2[N:58]=1, predict the reaction product. The product is: [CH3:1][O:2][C:3]1[N:8]=[C:7]([NH:9][C:48]2[CH:49]=[CH:50][C:51]3[CH2:52][N:53]([CH3:64])[CH2:54][CH:55]([CH2:59][C:60]([F:61])([F:63])[F:62])[O:56][C:57]=3[N:58]=2)[CH:6]=[CH:5][C:4]=1[N:10]1[CH:14]=[C:13]([CH3:15])[N:12]=[CH:11]1. (4) Given the reactants [S:1]1[CH:5]=[CH:4][CH:3]=[C:2]1[C:6]([NH:8][CH2:9][C:10]([OH:12])=[O:11])=O.[CH3:13][O:14][CH2:15][C:16]1[O:20][C:19]([CH:21]=O)=[CH:18][CH:17]=1.C([O-])(=O)C.[Na+].C(OC(=O)C)(=O)C, predict the reaction product. The product is: [CH3:13][O:14][CH2:15][C:16]1[O:20][C:19]([CH:21]=[C:9]2[C:10](=[O:11])[O:12][C:6]([C:2]3[S:1][CH:5]=[CH:4][CH:3]=3)=[N:8]2)=[CH:18][CH:17]=1. (5) Given the reactants Cl.[NH2:2][C:3]1[N:32]=[C:6]2[N:7]([C:22]3[CH:27]=[CH:26][CH:25]=[C:24]([C:28]([F:31])([F:30])[F:29])[CH:23]=3)[C:8]([CH3:21])=[C:9]([C:19]#[N:20])[C@@H:10]([C:11]3[CH:16]=[CH:15][C:14]([C:17]#[N:18])=[CH:13][CH:12]=3)[N:5]2[N:4]=1.[C:33](Cl)(=[O:37])[CH:34]([CH3:36])[CH3:35], predict the reaction product. The product is: [C:19]([C:9]1[C@@H:10]([C:11]2[CH:16]=[CH:15][C:14]([C:17]#[N:18])=[CH:13][CH:12]=2)[N:5]2[N:4]=[C:3]([NH:2][C:33](=[O:37])[CH:34]([CH3:36])[CH3:35])[N:32]=[C:6]2[N:7]([C:22]2[CH:27]=[CH:26][CH:25]=[C:24]([C:28]([F:29])([F:31])[F:30])[CH:23]=2)[C:8]=1[CH3:21])#[N:20].